This data is from CYP3A4 inhibition data for predicting drug metabolism from PubChem BioAssay. The task is: Regression/Classification. Given a drug SMILES string, predict its absorption, distribution, metabolism, or excretion properties. Task type varies by dataset: regression for continuous measurements (e.g., permeability, clearance, half-life) or binary classification for categorical outcomes (e.g., BBB penetration, CYP inhibition). Dataset: cyp3a4_veith. (1) The drug is CCn1c(O)c(C(c2ccccn2)c2c(O)n(CC)c(=S)[nH]c2=O)c(=O)[nH]c1=S. The result is 0 (non-inhibitor). (2) The compound is O=Nc1c(O)n(Cc2ccc(Cl)c(Cl)c2)c2ccccc12. The result is 1 (inhibitor). (3) The drug is Oc1ccc2c3c1O[C@@H]1[C@@H](O)CC[C@]4(O)[C@H](C2)N(CC2CCC2)CC[C@@]314. The result is 0 (non-inhibitor). (4) The molecule is Cc1ccc(/C=C/c2ccc(=O)[nH]n2)cc1. The result is 0 (non-inhibitor). (5) The result is 0 (non-inhibitor). The drug is CN(C)Cc1ccc(C(C)(C)C)cc1-c1cc(C(C)(C)C)ccc1CN(C)C. (6) The drug is CCN1C(=O)C2(SC(NC(C)=O)=NN2C(C)=O)c2cc(C)ccc21. The result is 0 (non-inhibitor). (7) The compound is CCN1CCCC1CNC(=O)C(=O)Nc1ccccc1OC. The result is 0 (non-inhibitor). (8) The drug is Cc1nc2cnc(N3CCN(C)CC3)nc2n(C)c1=O. The result is 0 (non-inhibitor).